Dataset: Peptide-MHC class I binding affinity with 185,985 pairs from IEDB/IMGT. Task: Regression. Given a peptide amino acid sequence and an MHC pseudo amino acid sequence, predict their binding affinity value. This is MHC class I binding data. (1) The peptide sequence is IIMEEGNSI. The MHC is HLA-B27:05 with pseudo-sequence HLA-B27:05. The binding affinity (normalized) is 0.0847. (2) The peptide sequence is KRINSLIKY. The MHC is HLA-A02:06 with pseudo-sequence HLA-A02:06. The binding affinity (normalized) is 0.0847. (3) The MHC is HLA-A02:02 with pseudo-sequence HLA-A02:02. The peptide sequence is NDTSSTVLF. The binding affinity (normalized) is 0. (4) The peptide sequence is RVKEKYQHL. The MHC is HLA-A68:02 with pseudo-sequence HLA-A68:02. The binding affinity (normalized) is 0. (5) The peptide sequence is SVFKGFSDK. The MHC is HLA-A68:01 with pseudo-sequence HLA-A68:01. The binding affinity (normalized) is 0.843. (6) The peptide sequence is SYEDQDALF. The MHC is HLA-A30:02 with pseudo-sequence HLA-A30:02. The binding affinity (normalized) is 0.429. (7) The peptide sequence is TVTEQAIEDVW. The MHC is Mamu-A02 with pseudo-sequence Mamu-A02. The binding affinity (normalized) is 0.238. (8) The peptide sequence is TLVKSGLTEV. The MHC is HLA-A02:06 with pseudo-sequence HLA-A02:06. The binding affinity (normalized) is 0.648. (9) The MHC is HLA-A26:01 with pseudo-sequence HLA-A26:01. The binding affinity (normalized) is 0.0847. The peptide sequence is VPRLGDKTF. (10) The peptide sequence is LLLEWLAEV. The MHC is HLA-A02:03 with pseudo-sequence HLA-A02:03. The binding affinity (normalized) is 1.00.